From a dataset of Forward reaction prediction with 1.9M reactions from USPTO patents (1976-2016). Predict the product of the given reaction. (1) Given the reactants [Cl:1][C:2]1[CH:7]=[CH:6][C:5]([C:8]2[C:9]([C:20]3[CH:25]=[CH:24][C:23]([OH:26])=[CH:22][CH:21]=3)=[C:10](/[CH:13]=[CH:14]/[C:15]([O:17][CH2:18][CH3:19])=[O:16])[S:11][CH:12]=2)=[C:4]([O:27][CH3:28])[CH:3]=1, predict the reaction product. The product is: [Cl:1][C:2]1[CH:7]=[CH:6][C:5]([C:8]2[C:9]([C:20]3[CH:21]=[CH:22][C:23]([OH:26])=[CH:24][CH:25]=3)=[C:10]([CH2:13][CH2:14][C:15]([O:17][CH2:18][CH3:19])=[O:16])[S:11][CH:12]=2)=[C:4]([O:27][CH3:28])[CH:3]=1. (2) Given the reactants COC1C=C(OC)C=CC=1C[NH:6][C:7]1[S:11][N:10]=[CH:9][N:8]=1.[Li].Cl[S:20]([C:23]1[CH:31]=[CH:30][C:26]([C:27]([OH:29])=[O:28])=[CH:25][C:24]=1[F:32])(=[O:22])=[O:21], predict the reaction product. The product is: [F:32][C:24]1[CH:25]=[C:26]([CH:30]=[CH:31][C:23]=1[S:20]([NH:6][C:7]1[S:11][N:10]=[CH:9][N:8]=1)(=[O:22])=[O:21])[C:27]([OH:29])=[O:28]. (3) Given the reactants [Br:1]Br.C1(P(C2C=CC=CC=2)C2C=CC=CC=2)C=CC=CC=1.[N:22]1[CH:27]=[CH:26][CH:25]=[CH:24][C:23]=1[C:28]#[C:29][CH2:30][CH2:31][CH2:32]O, predict the reaction product. The product is: [Br:1][CH2:32][CH2:31][CH2:30][C:29]#[C:28][C:23]1[CH:24]=[CH:25][CH:26]=[CH:27][N:22]=1.